This data is from Catalyst prediction with 721,799 reactions and 888 catalyst types from USPTO. The task is: Predict which catalyst facilitates the given reaction. (1) Reactant: [CH2:1]([NH2:4])[C:2]#[CH:3].C(N(CC)CC)C.[Cl:12][C:13]1[C:18]([C:19]2[C:24]([F:25])=[CH:23][C:22]([F:26])=[CH:21][C:20]=2[F:27])=[C:17](Cl)[N:16]2[N:29]=[CH:30][N:31]=[C:15]2[N:14]=1. Product: [Cl:12][C:13]1[C:18]([C:19]2[C:24]([F:25])=[CH:23][C:22]([F:26])=[CH:21][C:20]=2[F:27])=[C:17]([NH:4][CH2:1][C:2]#[CH:3])[N:16]2[N:29]=[CH:30][N:31]=[C:15]2[N:14]=1. The catalyst class is: 4. (2) Reactant: [N+:1]([C:4]1[CH:5]=[N:6][NH:7][CH:8]=1)([O-:3])=[O:2].[O:9]1[CH2:14][CH2:13][CH:12](O)[CH2:11][CH2:10]1.C1C=CC(P(C2C=CC=CC=2)C2C=CC=CC=2)=CC=1. Product: [N+:1]([C:4]1[CH:5]=[N:6][N:7]([CH:12]2[CH2:13][CH2:14][O:9][CH2:10][CH2:11]2)[CH:8]=1)([O-:3])=[O:2]. The catalyst class is: 1.